Dataset: Full USPTO retrosynthesis dataset with 1.9M reactions from patents (1976-2016). Task: Predict the reactants needed to synthesize the given product. (1) Given the product [C:1]([O:5][C:6]([N:8]([CH2:13][C:14]1[CH:15]=[CH:16][C:17]([C:20]2[S:28][C:27]3[C:22](=[N:23][CH:24]=[CH:25][C:26]=3[O:29][C:30]3[CH:35]=[CH:34][C:33]([NH:36][C:37](=[O:43])[CH2:38][C:39]([OH:41])=[O:40])=[CH:32][C:31]=3[F:44])[CH:21]=2)=[N:18][CH:19]=1)[CH2:9][CH2:10][O:11][CH3:12])=[O:7])([CH3:4])([CH3:2])[CH3:3], predict the reactants needed to synthesize it. The reactants are: [C:1]([O:5][C:6]([N:8]([CH2:13][C:14]1[CH:15]=[CH:16][C:17]([C:20]2[S:28][C:27]3[C:22](=[N:23][CH:24]=[CH:25][C:26]=3[O:29][C:30]3[CH:35]=[CH:34][C:33]([NH:36][C:37](=[O:43])[CH2:38][C:39]([O:41]C)=[O:40])=[CH:32][C:31]=3[F:44])[CH:21]=2)=[N:18][CH:19]=1)[CH2:9][CH2:10][O:11][CH3:12])=[O:7])([CH3:4])([CH3:3])[CH3:2]. (2) Given the product [C:26]1([C:48]2[CH:53]=[CH:52][CH:51]=[CH:50][CH:49]=2)[CH:31]=[CH:30][CH:29]=[CH:28][C:27]=1[C:32]([N:34]1[CH2:39][C:38]([O:40][CH3:41])([O:42][CH3:43])[CH2:37][CH2:36][CH:35]1[CH2:44][OH:45])=[O:33], predict the reactants needed to synthesize it. The reactants are: C1(C2C=CC=CC=2)C(C(N2CC(=O)CCC2C(OC)=O)=O)=CC=CC=1.[C:26]1([C:48]2[CH:53]=[CH:52][CH:51]=[CH:50][CH:49]=2)[C:27]([C:32]([N:34]2[CH2:39][C:38]([O:42][CH3:43])([O:40][CH3:41])[CH2:37][CH2:36][CH:35]2[C:44](OC)=[O:45])=[O:33])=[CH:28][CH:29]=[CH:30][CH:31]=1.[Li+].[BH4-].